From a dataset of Forward reaction prediction with 1.9M reactions from USPTO patents (1976-2016). Predict the product of the given reaction. (1) Given the reactants Br[C:2]1[C:11]2[C:6](=[CH:7][CH:8]=[CH:9][CH:10]=2)[C:5]([C:12](=[O:14])[CH3:13])=[C:4]([OH:15])[CH:3]=1.[OH:16][C:17]1[CH:22]=[CH:21][C:20](B(O)O)=[CH:19][CH:18]=1.C(=O)([O-])[O-].[K+].[K+], predict the reaction product. The product is: [OH:15][C:4]1[CH:3]=[C:2]([C:20]2[CH:21]=[CH:22][C:17]([OH:16])=[CH:18][CH:19]=2)[C:11]2[C:6](=[CH:7][CH:8]=[CH:9][CH:10]=2)[C:5]=1[C:12](=[O:14])[CH3:13]. (2) Given the reactants [Br:1][C:2]1[CH:3]=[N:4][CH:5]=[C:6](I)[CH:7]=1.[NH2:9][CH:10]1[CH2:15][CH2:14][CH2:13][N:12]([C:16]([O:18][C:19]([CH3:22])([CH3:21])[CH3:20])=[O:17])[CH2:11]1.C(=O)([O-])[O-].[Cs+].[Cs+].C(C1CCCCC1=O)(=O)C(C)C, predict the reaction product. The product is: [Br:1][C:2]1[CH:7]=[C:6]([NH:9][CH:10]2[CH2:15][CH2:14][CH2:13][N:12]([C:16]([O:18][C:19]([CH3:22])([CH3:21])[CH3:20])=[O:17])[CH2:11]2)[CH:5]=[N:4][CH:3]=1. (3) Given the reactants [CH3:1][C:2]1[C:12](=[O:13])[C:11]2[CH:10]=[CH:9][CH:8]=[CH:7][C:6]=2[C:4](=[O:5])[CH:3]=1.[CH3:14][O:15][C:16]1[CH:21]=[CH:20][C:19]([O:22][CH3:23])=[CH:18][C:17]=1[CH2:24]C(O)=O, predict the reaction product. The product is: [CH3:14][O:15][C:16]1[CH:21]=[CH:20][C:19]([O:22][CH3:23])=[CH:18][C:17]=1[CH2:24][C:3]1[C:4](=[O:5])[CH:6]2[CH:11]([C:12](=[O:13])[C:2]=1[CH3:1])[CH:10]=[CH:9][CH:8]=[CH:7]2. (4) Given the reactants [H-].[Na+].[OH:3][C:4]1[C:13]2[C:8](=[CH:9][CH:10]=[CH:11][CH:12]=2)[C:7]([CH:14]=[O:15])=[CH:6][CH:5]=1.Br[CH2:17][C:18]1[CH:23]=[CH:22][C:21]([Cl:24])=[CH:20][CH:19]=1.Cl, predict the reaction product. The product is: [Cl:24][C:21]1[CH:22]=[CH:23][C:18]([CH2:17][O:3][C:4]2[C:13]3[C:8](=[CH:9][CH:10]=[CH:11][CH:12]=3)[C:7]([CH:14]=[O:15])=[CH:6][CH:5]=2)=[CH:19][CH:20]=1. (5) Given the reactants Cl.[NH2:2][C@H:3]([C:11]1[CH:16]=[CH:15][CH:14]=[CH:13][CH:12]=1)[C:4]([O:6][C:7]([CH3:10])([CH3:9])[CH3:8])=[O:5].C([BH3-])#N.C(O)(=O)C.[CH:24](=O)[CH2:25][CH2:26][CH2:27][CH:28]=O, predict the reaction product. The product is: [C:11]1([C@@H:3]([N:2]2[CH2:28][CH2:27][CH2:26][CH2:25][CH2:24]2)[C:4]([O:6][C:7]([CH3:10])([CH3:9])[CH3:8])=[O:5])[CH:12]=[CH:13][CH:14]=[CH:15][CH:16]=1. (6) Given the reactants ClC(Cl)(Cl)[C:3]([C:5]1[NH:9][CH:8]=[C:7]([CH:10]=[O:11])[CH:6]=1)=[O:4].[H-].[Na+].[CH3:16][S:17](Cl)(=[O:19])=[O:18].Cl.[CH3:22][OH:23], predict the reaction product. The product is: [CH3:22][O:23][C:3]([C:5]1[N:9]([S:17]([CH3:16])(=[O:19])=[O:18])[CH:8]=[C:7]([CH:10]=[O:11])[CH:6]=1)=[O:4]. (7) Given the reactants Cl.[CH2:2]([O:4][C:5](=[O:28])[C:6]([O:9][C:10]1[CH:15]=[CH:14][C:13]([O:16][C:17]2[CH:22]=[C:21]([C:23]#[N:24])[C:20](N)=[CH:19][C:18]=2[CH3:26])=[CH:12][C:11]=1[CH3:27])([CH3:8])[CH3:7])[CH3:3].OO.N([O-])=O.[Na+], predict the reaction product. The product is: [CH2:2]([O:4][C:5](=[O:28])[C:6]([O:9][C:10]1[CH:15]=[CH:14][C:13]([O:16][C:17]2[CH:22]=[C:21]([C:23]#[N:24])[CH:20]=[CH:19][C:18]=2[CH3:26])=[CH:12][C:11]=1[CH3:27])([CH3:7])[CH3:8])[CH3:3]. (8) The product is: [O:19]1[C:23]2[CH:24]=[CH:25][C:26]([CH2:28][NH:29][CH2:31][CH2:32][N:14]3[CH2:15][CH2:16][CH2:17][CH:13]3[C:8]3[CH:9]=[C:10]([CH3:12])[N:11]=[C:6]([N:1]4[CH:5]=[CH:4][N:3]=[CH:2]4)[N:7]=3)=[CH:27][C:22]=2[O:21][CH2:20]1. Given the reactants [N:1]1([C:6]2[N:11]=[C:10]([CH3:12])[CH:9]=[C:8]([CH:13]3[CH2:17][CH2:16][CH2:15][NH:14]3)[N:7]=2)[CH:5]=[CH:4][N:3]=[CH:2]1.Cl.[O:19]1[C:23]2[CH:24]=[CH:25][C:26]([CH2:28][N:29]([CH2:31][CH2:32]Cl)C)=[CH:27][C:22]=2[O:21][CH2:20]1.C(N(C(C)C)CC)(C)C.[I-].[K+], predict the reaction product. (9) Given the reactants C(N(C(C)C)CC)(C)C.[C:10]([Si:14]([CH3:42])([CH3:41])[O:15][CH:16]([C:34]1[CH:39]=[CH:38][C:37]([F:40])=[CH:36][CH:35]=1)[CH2:17][CH2:18][CH2:19][C:20]([N:22]1[CH:26]([C:27]2[CH:32]=[CH:31][CH:30]=[CH:29][CH:28]=2)[CH2:25][O:24][C:23]1=[O:33])=[O:21])([CH3:13])([CH3:12])[CH3:11].[F:43][C:44]1[CH:49]=[CH:48][C:47]([N:50]=[CH:51][C:52]2[CH:53]=[C:54]([CH:57]=[CH:58][CH:59]=2)[C:55]#[N:56])=[CH:46][CH:45]=1.C[Si](Cl)(C)C.C(O)(=O)C(C(C(O)=O)O)O.S([O-])(O)=O.[Na+], predict the reaction product. The product is: [Si:14]([O:15][CH:16]([C:34]1[CH:39]=[CH:38][C:37]([F:40])=[CH:36][CH:35]=1)[CH2:17][CH2:18][CH:19]([C:20]([N:22]1[CH:26]([C:27]2[CH:28]=[CH:29][CH:30]=[CH:31][CH:32]=2)[CH2:25][O:24][C:23]1=[O:33])=[O:21])[CH:51]([C:52]1[CH:53]=[C:54]([CH:57]=[CH:58][CH:59]=1)[C:55]#[N:56])[NH:50][C:47]1[CH:46]=[CH:45][C:44]([F:43])=[CH:49][CH:48]=1)([C:10]([CH3:13])([CH3:12])[CH3:11])([CH3:42])[CH3:41]. (10) Given the reactants [C:1]([NH:9][C:10](=[N:13][C:14]1[CH:19]=[CH:18][C:17]([O:20][C:21]2[C:26]([C:27]3[CH:32]=[CH:31][N:30]=[C:29]([NH:33][CH3:34])[N:28]=3)=[CH:25][CH:24]=[CH:23][N:22]=2)=[CH:16][CH:15]=1)SC)(=O)[C:2]1[CH:7]=[CH:6][CH:5]=[CH:4][CH:3]=1.[NH2:35][NH2:36], predict the reaction product. The product is: [CH3:34][NH:33][C:29]1[N:28]=[C:27]([C:26]2[C:21]([O:20][C:17]3[CH:18]=[CH:19][C:14]([NH:13][C:10]4[NH:9][C:1]([C:2]5[CH:7]=[CH:6][CH:5]=[CH:4][CH:3]=5)=[N:36][N:35]=4)=[CH:15][CH:16]=3)=[N:22][CH:23]=[CH:24][CH:25]=2)[CH:32]=[CH:31][N:30]=1.